This data is from Reaction yield outcomes from USPTO patents with 853,638 reactions. The task is: Predict the reaction yield, written as a fraction of the theoretical maximum amount of product (1.0 means a 100% yield; for example, 0.34 means a 34% yield). (1) No catalyst specified. The product is [C:1]([N:4]1[C:11]2[CH:12]=[CH:13][CH:14]=[CH:15][C:10]=2[CH:9]=[CH:8][C:7]2[CH:16]=[CH:17][C:18]([C:20]3[CH:28]=[CH:27][CH:26]=[CH:25][C:21]=3[C:22]([NH:39][CH3:43])=[O:23])=[N:19][C:6]=2[CH2:5]1)(=[O:3])[CH3:2]. The yield is 0.480. The reactants are [C:1]([N:4]1[C:11]2[CH:12]=[CH:13][CH:14]=[CH:15][C:10]=2[CH:9]=[CH:8][C:7]2[CH:16]=[CH:17][C:18]([C:20]3[CH:28]=[CH:27][CH:26]=[CH:25][C:21]=3[C:22](O)=[O:23])=[N:19][C:6]=2[CH2:5]1)(=[O:3])[CH3:2].CN.Cl.F[P-](F)(F)(F)(F)F.[N:39]1(O[P+](N(C)C)(N(C)C)N(C)C)[C:43]2C=CC=CC=2N=N1.CCN(CC)CC. (2) The reactants are [Br:1][C:2]1[CH:3]=[C:4]2[C:9](=[CH:10][CH:11]=1)[C:8](=[O:12])[NH:7][C:6](=[O:13])/[C:5]/2=[CH:14]\[NH:15][C:16]1[CH:21]=[CH:20][C:19]([N:22]2[CH2:27][C@@H:26]([CH3:28])[N:25]([CH3:29])[CH2:24][C@@H:23]2[CH3:30])=[CH:18][CH:17]=1.BrC1C=C2C(=CC=1)[C:38](=[O:42])NC(=O)C2=CNC1C=CC(N2CC(C)NC(C)C2)=CC=1. No catalyst specified. The product is [Br:1][C:2]1[CH:3]=[C:4]2[C:9](=[CH:10][CH:11]=1)[C:8](=[O:12])[NH:7][C:6](=[O:13])/[C:5]/2=[CH:14]/[O:42][CH3:38].[CH3:30][CH:23]1[CH2:24][N:25]([CH3:29])[CH:26]([CH3:28])[CH2:27][N:22]1[C:19]1[CH:18]=[CH:17][C:16]([NH2:15])=[CH:21][CH:20]=1. The yield is 0.910. (3) The yield is 0.820. No catalyst specified. The reactants are [NH2:1][CH:2]([C:4]1[CH:5]=[C:6]([S:10]([NH:13]C(C)(C)C)(=[O:12])=[O:11])[CH:7]=[CH:8][CH:9]=1)[CH3:3].FC(F)(F)C(O)=O. The product is [NH2:1][CH:2]([C:4]1[CH:5]=[C:6]([S:10]([NH2:13])(=[O:11])=[O:12])[CH:7]=[CH:8][CH:9]=1)[CH3:3]. (4) The reactants are [Cl:1][C:2]1[C:10]2[C:9](OC(C3C=CC=CC=3)C)=[N:8][C:7]([NH:20][C:21]3[CH:22]=[N:23][N:24]([CH3:26])[CH:25]=3)=[N:6][C:5]=2[NH:4][CH:3]=1.O=P(Cl)(Cl)[Cl:29]. No catalyst specified. The product is [Cl:29][C:9]1[C:10]2[C:2]([Cl:1])=[CH:3][NH:4][C:5]=2[N:6]=[C:7]([NH:20][C:21]2[CH:22]=[N:23][N:24]([CH3:26])[CH:25]=2)[N:8]=1. The yield is 0.220. (5) The reactants are [F:1][C:2]1[CH:7]=[CH:6][C:5]([N:8]2[C:12]([CH3:13])=[CH:11][C:10]([C:14]([F:17])([F:16])[F:15])=[N:9]2)=[CH:4][C:3]=1[C:18]#[N:19].C1C(=O)N([Br:27])C(=O)C1.C(OOCC1C=CC=CC=1)C1C=CC=CC=1. The catalyst is C(Cl)(Cl)(Cl)Cl. The product is [F:1][C:2]1[CH:7]=[CH:6][C:5]([N:8]2[C:12]([CH2:13][Br:27])=[CH:11][C:10]([C:14]([F:16])([F:15])[F:17])=[N:9]2)=[CH:4][C:3]=1[C:18]#[N:19]. The yield is 0.500.